Dataset: Reaction yield outcomes from USPTO patents with 853,638 reactions. Task: Predict the reaction yield, written as a fraction of the theoretical maximum amount of product (1.0 means a 100% yield; for example, 0.34 means a 34% yield). (1) The reactants are [CH2:1]([O:8][N:9]1[C:15](=[O:16])[N:14]2[CH2:17][C@H:10]1[CH2:11][CH2:12][C@H:13]2[C:18]([O:20][C:21]([CH3:24])([CH3:23])[CH3:22])=[O:19])[C:2]1C=CC=C[CH:3]=1.C(=O)([O-])[O-].[K+].[K+].C(Br)C=C. The catalyst is C(O)C.C(#N)C.[C].[Pd]. The product is [CH2:1]([O:8][N:9]1[C:15](=[O:16])[N:14]2[CH2:17][C@H:10]1[CH2:11][CH2:12][C@H:13]2[C:18]([O:20][C:21]([CH3:24])([CH3:23])[CH3:22])=[O:19])[CH:2]=[CH2:3]. The yield is 0.540. (2) The yield is 0.870. The product is [C:4]([NH:12][C:13]1([CH2:17][CH:18]([OH:19])[CH3:1])[CH2:16][CH2:15][CH2:14]1)(=[O:11])[C:5]1[CH:10]=[CH:9][CH:8]=[CH:7][CH:6]=1. The catalyst is C1COCC1. The reactants are [CH3:1][Mg]Cl.[C:4]([NH:12][C:13]1([CH2:17][CH:18]=[O:19])[CH2:16][CH2:15][CH2:14]1)(=[O:11])[C:5]1[CH:10]=[CH:9][CH:8]=[CH:7][CH:6]=1.[NH4+].[Cl-]. (3) The reactants are [CH3:1][C@:2]12[C:10]([C:11]3([CH2:14][C:15]#[C:16][C:17]([OH:20])([CH3:19])[CH3:18])[CH2:13][CH2:12]3)=[CH:9][CH2:8][C@H:7]1[C@@H:6]([OH:21])[CH2:5][CH2:4][CH2:3]2.C(OCC)(=O)C.CCCCCC.N1C2C(=CC=CC=2)C=CC=1. The catalyst is [Pd].CC([O-])=O.CC([O-])=O.[Pb+2].C(O)C. The product is [CH3:1][C@:2]12[C:10]([C:11]3([CH2:14]/[CH:15]=[CH:16]\[C:17]([OH:20])([CH3:18])[CH3:19])[CH2:12][CH2:13]3)=[CH:9][CH2:8][C@H:7]1[C@@H:6]([OH:21])[CH2:5][CH2:4][CH2:3]2. The yield is 0.880. (4) The reactants are [C:1]([C:4]1[C:5](=[O:16])[O:6][C:7]2[C:12]([CH:13]=1)=[CH:11][CH:10]=[C:9]([CH2:14][OH:15])[CH:8]=2)(=[O:3])[CH3:2].[Br:17]Br. The yield is 0.850. The catalyst is C(Cl)(Cl)Cl. The product is [Br:17][CH2:2][C:1]([C:4]1[C:5](=[O:16])[O:6][C:7]2[C:12]([CH:13]=1)=[CH:11][CH:10]=[C:9]([CH2:14][OH:15])[CH:8]=2)=[O:3]. (5) The reactants are F[C:2]1[CH:7]=[CH:6][C:5]([N+:8]([O-:10])=[O:9])=[C:4]([CH3:11])[N:3]=1.[NH:12]1[CH2:17][CH2:16][O:15][CH2:14][CH2:13]1.C(=O)([O-])[O-].[K+].[K+]. The catalyst is CS(C)=O. The product is [CH3:11][C:4]1[N:3]=[C:2]([N:12]2[CH2:17][CH2:16][O:15][CH2:14][CH2:13]2)[CH:7]=[CH:6][C:5]=1[N+:8]([O-:10])=[O:9]. The yield is 0.990. (6) The reactants are [CH:1]1([CH2:6][C@H:7]([CH2:11][N:12]([CH:20]=[O:21])[O:13][CH:14]2[CH2:19][CH2:18][CH2:17][CH2:16][O:15]2)[C:8](F)=[O:9])[CH2:5][CH2:4][CH2:3][CH2:2]1.[CH2:22]([O:25][C:26]([N:28]1[CH2:32][CH2:31][CH:30]([C:33]([OH:35])=[O:34])[NH:29]1)=[O:27])[CH:23]=[CH2:24].CCN(C(C)C)C(C)C. The catalyst is CN(C)C=O. The product is [CH:1]1([CH2:6][C@H:7]([CH2:11][N:12]([CH:20]=[O:21])[O:13][CH:14]2[CH2:19][CH2:18][CH2:17][CH2:16][O:15]2)[C:8]([N:29]2[CH:30]([C:33]([OH:35])=[O:34])[CH2:31][CH2:32][N:28]2[C:26]([O:25][CH2:22][CH:23]=[CH2:24])=[O:27])=[O:9])[CH2:5][CH2:4][CH2:3][CH2:2]1. The yield is 0.340. (7) The reactants are C1C=C(Cl)C=C(C(OO)=[O:9])C=1.[F:12][C:13]([F:34])([F:33])[C:14]1[CH:15]=[C:16]([C:20]2[N:25]=[CH:24][C:23](/[CH:26]=[CH:27]/[C:28]([O:30][CH2:31][CH3:32])=[O:29])=[CH:22][CH:21]=2)[CH:17]=[CH:18][CH:19]=1. The catalyst is C(Cl)Cl. The product is [CH2:31]([O:30][C:28](=[O:29])/[CH:27]=[CH:26]/[C:23]1[CH:22]=[CH:21][C:20]([C:16]2[CH:17]=[CH:18][CH:19]=[C:14]([C:13]([F:33])([F:12])[F:34])[CH:15]=2)=[N+:25]([O-:9])[CH:24]=1)[CH3:32]. The yield is 0.660.